Dataset: Forward reaction prediction with 1.9M reactions from USPTO patents (1976-2016). Task: Predict the product of the given reaction. (1) Given the reactants [NH2:1][C@@H:2]([C:4]1[CH:9]=[CH:8][C:7]([C:10]2[C:11]3[C:12]4[CH:24]=[CH:23][S:22][C:13]=4[C:14](=[O:21])[NH:15][C:16]=3[CH:17]=[CH:18][C:19]=2[OH:20])=[CH:6][CH:5]=1)[CH3:3].[CH3:25][S:26](Cl)(=[O:28])=[O:27].C(Cl)Cl.C1COCC1.C(N(CC)C(C)C)(C)C, predict the reaction product. The product is: [OH:20][C:19]1[CH:18]=[CH:17][C:16]2[NH:15][C:14](=[O:21])[C:13]3[S:22][CH:23]=[CH:24][C:12]=3[C:11]=2[C:10]=1[C:7]1[CH:6]=[CH:5][C:4]([C@H:2]([NH:1][S:26]([CH3:25])(=[O:28])=[O:27])[CH3:3])=[CH:9][CH:8]=1. (2) Given the reactants C[Si]([N-][Si](C)(C)C)(C)C.[Na+:10].[C:11]1([CH3:20])[CH:16]=[CH:15][C:14]([N:17]=[C:18]=[S:19])=[CH:13][CH:12]=1.[CH3:21][CH2:22][OH:23], predict the reaction product. The product is: [C:14]([C:13]1[CH:12]=[CH:21][C:22](=[O:23])[N:17]([C:14]2[CH:15]=[CH:16][C:11]([CH3:20])=[CH:12][CH:13]=2)[C:18]=1[S-:19])#[N:17].[Na+:10]. (3) The product is: [C:1]([O:5][C:6]([N:8]1[C:16]2[C:11](=[CH:12][C:13]([CH2:17][N:32]3[CH2:37][CH2:36][CH2:35][CH2:34][CH2:33]3)=[CH:14][CH:15]=2)[CH:10]=[C:9]1[C:19]1[C:27]2[C:22](=[CH:23][CH:24]=[C:25]([C:28]([O:30][CH3:31])=[O:29])[CH:26]=2)[NH:21][N:20]=1)=[O:7])([CH3:4])([CH3:2])[CH3:3]. Given the reactants [C:1]([O:5][C:6]([N:8]1[C:16]2[C:11](=[CH:12][C:13]([CH:17]=O)=[CH:14][CH:15]=2)[CH:10]=[C:9]1[C:19]1[C:27]2[C:22](=[CH:23][CH:24]=[C:25]([C:28]([O:30][CH3:31])=[O:29])[CH:26]=2)[NH:21][N:20]=1)=[O:7])([CH3:4])([CH3:3])[CH3:2].[NH:32]1[CH2:37][CH2:36][CH2:35][CH2:34][CH2:33]1.C(O[BH-](OC(=O)C)OC(=O)C)(=O)C.[Na+], predict the reaction product. (4) Given the reactants [Br:1][C:2]1[CH:9]=[CH:8][CH:7]=[CH:6][C:3]=1[CH:4]=[O:5].[CH2:10](O)[CH2:11][OH:12], predict the reaction product. The product is: [Br:1][C:2]1[CH:9]=[CH:8][CH:7]=[CH:6][C:3]=1[CH:4]1[O:12][CH2:11][CH2:10][O:5]1. (5) Given the reactants [CH:1]1([C:7]2[C:8]3[S:27][C:26]([C:28]([O:30]C(C)(C)C)=[O:29])=[CH:25][C:9]=3[N:10]([CH2:20][C:21](OC)=O)[C:11]=2[C:12]2[CH:17]=[CH:16][CH:15]=[CH:14][C:13]=2[CH:18]=O)[CH2:6][CH2:5][CH2:4][CH2:3][CH2:2]1.[CH3:35][NH2:36].[BH4-].[Na+].B.CSC.Cl, predict the reaction product. The product is: [CH:1]1([C:7]2[C:8]3[S:27][C:26]([C:28]([OH:30])=[O:29])=[CH:25][C:9]=3[N:10]3[CH2:20][CH2:21][N:36]([CH3:35])[CH2:18][C:13]4[CH:14]=[CH:15][CH:16]=[CH:17][C:12]=4[C:11]=23)[CH2:6][CH2:5][CH2:4][CH2:3][CH2:2]1.